Dataset: Full USPTO retrosynthesis dataset with 1.9M reactions from patents (1976-2016). Task: Predict the reactants needed to synthesize the given product. The reactants are: [Cl:1][C:2]1[CH:7]=[CH:6][C:5]([O:8][C:9]2[CH:16]=[CH:15][C:14]([CH:17]=[CH2:18])=[CH:13][C:10]=2[C:11]#[N:12])=[CH:4][C:3]=1[C:19]([F:22])([F:21])[F:20].B1C2CCCC1CCC2.[OH2:32].[OH-].[Na+].OO. Given the product [Cl:1][C:2]1[CH:7]=[CH:6][C:5]([O:8][C:9]2[CH:16]=[CH:15][C:14]([CH2:17][CH2:18][OH:32])=[CH:13][C:10]=2[C:11]#[N:12])=[CH:4][C:3]=1[C:19]([F:20])([F:21])[F:22], predict the reactants needed to synthesize it.